Predict the reactants needed to synthesize the given product. From a dataset of Full USPTO retrosynthesis dataset with 1.9M reactions from patents (1976-2016). Given the product [CH3:1][N:2]([CH3:19])[CH:3]1[CH2:8][CH2:7][C:6]([C:9]2[C:17]3[C:12](=[CH:13][CH:14]=[C:15]([NH:18][C:23]([C:25]4[S:26][CH:27]=[CH:28][CH:29]=4)=[NH:24])[CH:16]=3)[NH:11][CH:10]=2)=[CH:5][CH2:4]1, predict the reactants needed to synthesize it. The reactants are: [CH3:1][N:2]([CH3:19])[CH:3]1[CH2:8][CH2:7][C:6]([C:9]2[C:17]3[C:12](=[CH:13][CH:14]=[C:15]([NH2:18])[CH:16]=3)[NH:11][CH:10]=2)=[CH:5][CH2:4]1.I.CS[C:23]([C:25]1[S:26][CH:27]=[CH:28][CH:29]=1)=[NH:24].